This data is from Forward reaction prediction with 1.9M reactions from USPTO patents (1976-2016). The task is: Predict the product of the given reaction. (1) Given the reactants [CH:1]([C:3]1[CH:15]=[CH:14][C:6]([C:7]([O:9][C:10]([CH3:13])([CH3:12])[CH3:11])=[O:8])=[CH:5][C:4]=1[C:16]([N:18]1[CH2:27][CH2:26][C:25]2[C:20](=[CH:21][CH:22]=[CH:23][CH:24]=2)[CH2:19]1)=[O:17])=[O:2].[Si:28]([O:35][CH2:36][C@@H]1CC2C(=CC=CC=2)CN1C(C1C=C(C=CC=1I)C(OC(C)(C)C)=O)=O)([C:31]([CH3:34])([CH3:33])[CH3:32])([CH3:30])[CH3:29], predict the reaction product. The product is: [Si:28]([O:35][CH2:36][C@@H:27]1[CH2:26][C:25]2[C:20](=[CH:21][CH:22]=[CH:23][CH:24]=2)[CH2:19][N:18]1[C:16]([C:4]1[CH:5]=[C:6]([CH:14]=[CH:15][C:3]=1[CH:1]=[O:2])[C:7]([O:9][C:10]([CH3:13])([CH3:12])[CH3:11])=[O:8])=[O:17])([C:31]([CH3:34])([CH3:33])[CH3:32])([CH3:30])[CH3:29]. (2) Given the reactants O=[C:2]1[CH2:7][CH2:6][N:5]([C:8]([O:10][C:11]([CH3:14])([CH3:13])[CH3:12])=[O:9])[CH2:4][CH2:3]1.Br.[Br:16][C:17]1[CH:18]=[C:19]([CH:22]=[CH:23][CH:24]=1)[CH2:20][NH2:21].C(O)(=O)C.[BH3-]C#N.[Na+], predict the reaction product. The product is: [Br:16][C:17]1[CH:18]=[C:19]([CH2:20][NH:21][CH:2]2[CH2:7][CH2:6][N:5]([C:8]([O:10][C:11]([CH3:14])([CH3:13])[CH3:12])=[O:9])[CH2:4][CH2:3]2)[CH:22]=[CH:23][CH:24]=1. (3) Given the reactants [CH3:1][C:2]1[S:7][C:6]2[CH:8]=[CH:9][CH:10]=[CH:11][C:5]=2[O:4][C:3]=1[C:12]1[CH:17]=[CH:16][C:15]([OH:18])=[CH:14][CH:13]=1.O[CH2:20][CH2:21][CH2:22][N:23]1[CH2:27][CH2:26][CH2:25][CH2:24]1, predict the reaction product. The product is: [CH3:1][C:2]1[S:7][C:6]2[CH:8]=[CH:9][CH:10]=[CH:11][C:5]=2[O:4][C:3]=1[C:12]1[CH:13]=[CH:14][C:15]([O:18][CH2:20][CH2:21][CH2:22][N:23]2[CH2:27][CH2:26][CH2:25][CH2:24]2)=[CH:16][CH:17]=1. (4) Given the reactants Cl[C:2]1[N:3]=[C:4]([N:16]2[CH2:21][CH2:20][O:19][CH2:18][CH2:17]2)[C:5]2[O:6][CH2:7][CH:8]3[N:13]([C:14]=2[N:15]=1)[CH2:12][CH2:11][O:10][CH2:9]3.CC1(C)C(C)(C)OB([C:30]2[CH:31]=[N:32][C:33]([NH2:36])=[N:34][CH:35]=2)O1.C(=O)([O-])[O-].[Na+].[Na+], predict the reaction product. The product is: [N:16]1([C:4]2[C:5]3[O:6][CH2:7][CH:8]4[N:13]([CH2:12][CH2:11][O:10][CH2:9]4)[C:14]=3[N:15]=[C:2]([C:30]3[CH:31]=[N:32][C:33]([NH2:36])=[N:34][CH:35]=3)[N:3]=2)[CH2:21][CH2:20][O:19][CH2:18][CH2:17]1. (5) Given the reactants CS(O[CH:6]1[CH2:11][CH2:10][O:9][CH:8]([C:12]2[CH:17]=[CH:16][C:15]([Cl:18])=[CH:14][CH:13]=2)[CH2:7]1)(=O)=O.C([O-])([O-])=O.[K+].[K+].[F:25][C:26]([F:35])([F:34])[C:27]1[CH:28]=[C:29]([SH:33])[CH:30]=[CH:31][CH:32]=1, predict the reaction product. The product is: [Cl:18][C:15]1[CH:14]=[CH:13][C:12]([CH:8]2[CH2:7][CH:6]([S:33][C:29]3[CH:30]=[CH:31][CH:32]=[C:27]([C:26]([F:25])([F:34])[F:35])[CH:28]=3)[CH2:11][CH2:10][O:9]2)=[CH:17][CH:16]=1. (6) The product is: [F:1][C:2]1[CH:3]=[CH:4][C:5]([C:8]2[CH:9]=[CH:10][C:11]3[N:12]([C:14]([S:17][C:18]4[CH:36]=[CH:35][C:21]5[N:22]=[C:23]([NH:25][C:26]([NH:45][CH2:44][CH2:43][N:37]6[CH2:42][CH2:41][O:40][CH2:39][CH2:38]6)=[O:34])[S:24][C:20]=5[CH:19]=4)=[CH:15][N:16]=3)[CH:13]=2)=[CH:6][CH:7]=1. Given the reactants [F:1][C:2]1[CH:7]=[CH:6][C:5]([C:8]2[CH:9]=[CH:10][C:11]3[N:12]([C:14]([S:17][C:18]4[CH:36]=[CH:35][C:21]5[N:22]=[C:23]([NH:25][C:26](=[O:34])OC6C=CC=CC=6)[S:24][C:20]=5[CH:19]=4)=[CH:15][N:16]=3)[CH:13]=2)=[CH:4][CH:3]=1.[N:37]1([CH2:43][CH2:44][NH2:45])[CH2:42][CH2:41][O:40][CH2:39][CH2:38]1, predict the reaction product. (7) Given the reactants [OH:1][C:2]1[CH:12]=[CH:11][C:10]([N+:13]([O-:15])=[O:14])=[CH:9][C:3]=1[C:4]([O:6][CH2:7][CH3:8])=[O:5].C(=O)([O-])[O-:17].[K+].[K+].Br[CH2:23][C:24]([O:26][CH2:27][CH3:28])=[O:25].O.[C:30]([O:33][CH2:34][CH3:35])(=[O:32])[CH3:31], predict the reaction product. The product is: [CH2:27]([O:26][C:24](=[O:25])[CH2:23][O:17][C:31]1([C:30]([O:33][CH2:34][CH3:35])=[O:32])[CH2:4][C:3]2[CH:9]=[C:10]([N+:13]([O-:15])=[O:14])[CH:11]=[CH:12][C:2]=2[O:1]1)[CH3:28].[CH2:27]([O:26][C:24](=[O:25])[CH2:23][O:1][C:2]1[CH:12]=[CH:11][C:10]([N+:13]([O-:15])=[O:14])=[CH:9][C:3]=1[C:4]([O:6][CH2:7][CH3:8])=[O:5])[CH3:28]. (8) Given the reactants [CH3:1][Zn]Cl.Br[C:5]1[C:13]([F:14])=[C:12]([O:15][CH:16]([F:18])[F:17])[CH:11]=[C:10]2[C:6]=1[C:7]([C:39]#[N:40])=[C:8]([C:23]1[N:28]=[CH:27][C:26]([S:29]([NH:32][C@@H:33]([CH3:38])[C:34]([F:37])([F:36])[F:35])(=[O:31])=[O:30])=[CH:25][CH:24]=1)[N:9]2[CH:19]1[CH2:22][CH2:21][CH2:20]1.Cl, predict the reaction product. The product is: [C:39]([C:7]1[C:6]2[C:10](=[CH:11][C:12]([O:15][CH:16]([F:18])[F:17])=[C:13]([F:14])[C:5]=2[CH3:1])[N:9]([CH:19]2[CH2:22][CH2:21][CH2:20]2)[C:8]=1[C:23]1[N:28]=[CH:27][C:26]([S:29]([NH:32][C@@H:33]([CH3:38])[C:34]([F:36])([F:35])[F:37])(=[O:30])=[O:31])=[CH:25][CH:24]=1)#[N:40]. (9) Given the reactants [CH3:1][C:2]1[N:7]=[C:6](C=NO)[CH:5]=[CH:4][N:3]=1.CO.[CH2:13]([N:15](CC)CC)C, predict the reaction product. The product is: [CH3:1][C:2]1[N:7]=[C:6]([NH:15][CH3:13])[CH:5]=[CH:4][N:3]=1.